Predict the product of the given reaction. From a dataset of Forward reaction prediction with 1.9M reactions from USPTO patents (1976-2016). (1) The product is: [CH2:1]([O:8][C:9]1[CH:18]=[CH:17][CH:16]=[C:15]2[C:10]=1[CH2:11][CH2:12][CH2:13][CH:14]2[C:19]([N:21]([C:22]1[CH:23]=[N:24][C:25]([CH:28]([CH3:30])[CH3:29])=[CH:26][CH:27]=1)[CH2:32][C:33]1[CH:34]=[N:35][N:36]([CH2:38][C:39]([F:42])([F:40])[F:41])[CH:37]=1)=[O:20])[C:2]1[CH:7]=[CH:6][CH:5]=[CH:4][CH:3]=1. Given the reactants [CH2:1]([O:8][C:9]1[CH:18]=[CH:17][CH:16]=[C:15]2[C:10]=1[CH2:11][CH2:12][CH2:13][CH:14]2[C:19]([NH:21][C:22]1[CH:23]=[N:24][C:25]([CH:28]([CH3:30])[CH3:29])=[CH:26][CH:27]=1)=[O:20])[C:2]1[CH:7]=[CH:6][CH:5]=[CH:4][CH:3]=1.Cl[CH2:32][C:33]1[CH:34]=[N:35][N:36]([CH2:38][C:39]([F:42])([F:41])[F:40])[CH:37]=1, predict the reaction product. (2) Given the reactants Cl.[Cl:2][C:3]1[CH:4]=[C:5]([C:10]([C:12]2([CH2:17][CH2:18][CH3:19])[CH2:16][CH2:15][NH:14][CH2:13]2)=[O:11])[CH:6]=[CH:7][C:8]=1[Cl:9].[OH:20][C@@H:21]([C@H:25]([OH:29])[C:26]([OH:28])=[O:27])[C:22]([OH:24])=[O:23].[OH-].[Na+], predict the reaction product. The product is: [C:22]([C@H:21]([C@@H:25]([C:26]([OH:28])=[O:27])[OH:29])[OH:20])([OH:24])=[O:23].[Cl:2][C:3]1[CH:4]=[C:5]([C:10]([C@@:12]2([CH2:17][CH2:18][CH3:19])[CH2:16][CH2:15][NH:14][CH2:13]2)=[O:11])[CH:6]=[CH:7][C:8]=1[Cl:9]. (3) Given the reactants [NH2:1][C:2]1[C:10]([Cl:11])=[CH:9][CH:8]=[CH:7][C:3]=1[C:4]([NH2:6])=[O:5].C(O[C:20]([N:22]1[CH2:27][CH2:26][CH:25]([C:28](Cl)=O)[CH2:24][CH2:23]1)=O)C1C=CC=CC=1, predict the reaction product. The product is: [Cl:11][C:10]1[CH:9]=[CH:8][CH:7]=[C:3]2[C:2]=1[N:1]=[C:28]([CH:25]1[CH2:26][CH2:27][N:22]([CH3:20])[CH2:23][CH2:24]1)[NH:6][C:4]2=[O:5]. (4) The product is: [O:1]1[C:5]2[CH:6]=[CH:7][C:8]([CH2:10][CH:11]([CH3:12])[CH2:22][C:23]([O:25][CH2:26][CH3:27])=[O:24])=[CH:9][C:4]=2[O:3][CH2:2]1. Given the reactants [O:1]1[C:5]2[CH:6]=[CH:7][C:8]([CH2:10][C:11](=O)[CH3:12])=[CH:9][C:4]=2[O:3][CH2:2]1.C(OP([CH2:22][C:23]([O:25][CH2:26][CH3:27])=[O:24])(OCC)=O)C.[H-].[Na+], predict the reaction product. (5) Given the reactants [CH3:1][N:2]1[C:14]2[C:13](=[O:15])[C:12]3[CH:11]=[C:10]([CH2:16][C:17]4[CH:22]=[CH:21][CH:20]=[C:19]([N+:23]([O-])=O)[CH:18]=4)[CH:9]=[CH:8][C:7]=3[NH:6][C:5]=2[CH:4]=[N:3]1.[Cl-].[NH4+], predict the reaction product. The product is: [NH2:23][C:19]1[CH:18]=[C:17]([CH:22]=[CH:21][CH:20]=1)[CH2:16][C:10]1[CH:9]=[CH:8][C:7]2[NH:6][C:5]3[CH:4]=[N:3][N:2]([CH3:1])[C:14]=3[C:13](=[O:15])[C:12]=2[CH:11]=1. (6) Given the reactants [Cl:1][C:2]1[C:11]2[C:6](=[CH:7][CH:8]=[C:9]([CH:12]=C)[CH:10]=2)[N:5]=[CH:4][CH:3]=1.[BH4-].[Na+].C[OH:17], predict the reaction product. The product is: [Cl:1][C:2]1[C:11]2[C:6](=[CH:7][CH:8]=[C:9]([CH2:12][OH:17])[CH:10]=2)[N:5]=[CH:4][CH:3]=1. (7) Given the reactants [CH3:1][C:2]([C:4]1[CH:9]=[CH:8][C:7]([Br:10])=[CH:6][C:5]=1[OH:11])=O.[CH3:12][C:13]([S@:16]([NH2:18])=[O:17])([CH3:15])[CH3:14].[BH4-].[Na+].Cl[CH2:22]Cl, predict the reaction product. The product is: [Br:10][C:7]1[CH:8]=[CH:9][C:4]([CH:2]([NH:18][S@@:16]([C:13]([CH3:15])([CH3:14])[CH3:12])=[O:17])[CH3:1])=[C:5]([O:11][CH3:22])[CH:6]=1.